From a dataset of Catalyst prediction with 721,799 reactions and 888 catalyst types from USPTO. Predict which catalyst facilitates the given reaction. (1) Reactant: [CH3:1][O:2][C:3]1[CH:30]=[CH:29][C:6]([CH2:7][C@:8]2([CH3:28])[C:12](=[O:13])[O:11][C@@H](C3C=CC=CC=3)[N:9]2C(C2C=CC=CC=2)=O)=[CH:5][CH:4]=1. Product: [CH3:1][O:2][C:3]1[CH:4]=[CH:5][C:6]([CH2:7][C@:8]([CH3:28])([C:12]([OH:13])=[O:11])[NH2:9])=[CH:29][CH:30]=1. The catalyst class is: 33. (2) Reactant: P(Br)(Br)([Br:3])=O.[CH2:6]([C:8]1[CH:17]=[C:16]2[C:11]([C:12](O)=[CH:13][N:14]=[N:15]2)=[CH:10][C:9]=1[O:19][CH3:20])[CH3:7].O.C(=O)([O-])[O-].[Na+].[Na+]. Product: [Br:3][C:12]1[C:11]2[C:16](=[CH:17][C:8]([CH2:6][CH3:7])=[C:9]([O:19][CH3:20])[CH:10]=2)[N:15]=[N:14][CH:13]=1. The catalyst class is: 10.